This data is from Full USPTO retrosynthesis dataset with 1.9M reactions from patents (1976-2016). The task is: Predict the reactants needed to synthesize the given product. (1) Given the product [C:23]([NH:27][C:8]([C:5]1[N:6]=[CH:7][C:2]([Br:1])=[CH:3][N:4]=1)=[O:10])([CH3:26])([CH3:25])[CH3:24], predict the reactants needed to synthesize it. The reactants are: [Br:1][C:2]1[CH:3]=[N:4][C:5]([C:8]([OH:10])=O)=[N:6][CH:7]=1.C(Cl)(=O)C(Cl)=O.N1C=CC=CC=1.[C:23]([NH2:27])([CH3:26])([CH3:25])[CH3:24]. (2) Given the product [F:32][C:31]([F:33])([F:34])[O:30][C:26]1[CH:25]=[C:24]([N:17]2[CH2:16][CH2:15][C:12]3([C:11](=[O:20])[N:10]([C:7]4[CH:8]=[CH:9][C:4]([O:3][C:2]([F:1])([F:21])[F:22])=[CH:5][CH:6]=4)[CH2:14][CH2:13]3)[CH2:19][CH2:18]2)[CH:29]=[CH:28][CH:27]=1, predict the reactants needed to synthesize it. The reactants are: [F:1][C:2]([F:22])([F:21])[O:3][C:4]1[CH:9]=[CH:8][C:7]([N:10]2[CH2:14][CH2:13][C:12]3([CH2:19][CH2:18][NH:17][CH2:16][CH2:15]3)[C:11]2=[O:20])=[CH:6][CH:5]=1.Br[C:24]1[CH:29]=[CH:28][CH:27]=[C:26]([O:30][C:31]([F:34])([F:33])[F:32])[CH:25]=1. (3) The reactants are: [Br:1][C:2]1[CH:3]=[C:4]([CH2:8][C:9]([OH:11])=[O:10])[CH:5]=[CH:6][CH:7]=1.C([O-])([O-])=O.[K+].[K+].[CH2:18](I)[CH3:19]. Given the product [CH2:18]([O:10][C:9](=[O:11])[CH2:8][C:4]1[CH:5]=[CH:6][CH:7]=[C:2]([Br:1])[CH:3]=1)[CH3:19], predict the reactants needed to synthesize it. (4) The reactants are: [Cl:1][C:2]1[CH:3]=[CH:4][C:5]([O:18][CH2:19][C:20]2[CH:25]=[CH:24][C:23]([Cl:26])=[CH:22][C:21]=2[F:27])=[C:6]([CH2:8][C:9]2[N:14]=[C:13]([C:15]#[N:16])[CH:12]=[CH:11][C:10]=2[CH3:17])[CH:7]=1.[OH-:28].[Na+]. Given the product [Cl:1][C:2]1[CH:3]=[CH:4][C:5]([O:18][CH2:19][C:20]2[CH:25]=[CH:24][C:23]([Cl:26])=[CH:22][C:21]=2[F:27])=[C:6]([CH2:8][C:9]2[N:14]=[C:13]([C:15]([NH2:16])=[O:28])[CH:12]=[CH:11][C:10]=2[CH3:17])[CH:7]=1, predict the reactants needed to synthesize it. (5) Given the product [CH2:16]([O:15][C:13](=[O:14])[C@H:12]([NH:9][CH2:10][C:11]1[C:2]([Cl:1])=[CH:3][N:4]=[C:5]2[N:29]([S:30]([C:33]3[CH:34]=[CH:35][C:36]([CH3:37])=[CH:38][CH:39]=3)(=[O:32])=[O:31])[CH:28]=[C:7]([C:8]([OH:40])=[O:27])[C:6]=12)[C:23]([CH3:26])([CH3:25])[CH3:24])[C:17]1[CH:18]=[CH:19][CH:20]=[CH:21][CH:22]=1, predict the reactants needed to synthesize it. The reactants are: [Cl:1][C:2]1[C:11]2[CH2:10][N:9]([C@H:12]([C:23]([CH3:26])([CH3:25])[CH3:24])[C:13]([O:15][CH2:16][C:17]3[CH:22]=[CH:21][CH:20]=[CH:19][CH:18]=3)=[O:14])[C:8](=[O:27])[C:7]3=[CH:28][N:29]([S:30]([C:33]4[CH:39]=[CH:38][C:36]([CH3:37])=[CH:35][CH:34]=4)(=[O:32])=[O:31])[C:5]([C:6]=23)=[N:4][CH:3]=1.[OH-:40].[Na+]. (6) The reactants are: [Cl:1][C:2]1[CH:9]=[CH:8][C:5]([CH:6]=O)=[C:4](F)[CH:3]=1.[CH2:11]1[C:15]2([CH2:20][CH2:19][O:18][CH2:17][CH2:16]2)[CH2:14][CH2:13][NH:12]1.[CH2:21]1[CH:25]2[CH2:26][NH:27][CH2:28][CH:24]2[CH2:23][N:22]1[C:29]([O:31]C(C)(C)C)=[O:30].[CH2:36]1[C:41](=[O:42])[N:40](OC(O[N:40]2[C:41](=[O:42])[CH2:36][CH2:37][C:38]2=[O:39])=O)[C:38](=[O:39])[CH2:37]1. Given the product [Cl:1][C:2]1[CH:9]=[CH:8][C:5]([CH2:6][N:27]2[CH2:28][CH:24]3[CH2:23][N:22]([C:29]([O:31][N:40]4[C:41](=[O:42])[CH2:36][CH2:37][C:38]4=[O:39])=[O:30])[CH2:21][CH:25]3[CH2:26]2)=[C:4]([N:12]2[CH2:13][CH2:14][C:15]3([CH2:20][CH2:19][O:18][CH2:17][CH2:16]3)[CH2:11]2)[CH:3]=1, predict the reactants needed to synthesize it. (7) Given the product [CH2:22]1[C:23]2[C:28](=[CH:27][CH:26]=[CH:25][CH:24]=2)[CH2:29][CH:21]1[C@H:11]1[NH:12][C:13](=[O:20])[C@@H:14]([CH:15]([CH2:16][CH3:17])[CH2:18][CH3:19])[N:9]([CH2:8][C:3]2[CH:4]=[CH:5][CH:6]=[CH:7][C:2]=2[NH:1][S:38]([CH3:41])(=[O:40])=[O:39])[C:10]1=[O:30], predict the reactants needed to synthesize it. The reactants are: [NH2:1][C:2]1[CH:7]=[CH:6][CH:5]=[CH:4][C:3]=1[CH2:8][N:9]1[C@H:14]([CH:15]([CH2:18][CH3:19])[CH2:16][CH3:17])[C:13](=[O:20])[NH:12][C@H:11]([CH:21]2[CH2:29][C:28]3[C:23](=[CH:24][CH:25]=[CH:26][CH:27]=3)[CH2:22]2)[C:10]1=[O:30].C(N(CC)CC)C.[S:38](Cl)([CH3:41])(=[O:40])=[O:39]. (8) The reactants are: [N:1]1[CH:6]=[CH:5][CH:4]=[C:3]([OH:7])[CH:2]=1.[H-].[Na+].Br[C:11]1[S:12][CH:13]=[CH:14][N:15]=1. Given the product [S:12]1[CH:13]=[CH:14][N:15]=[C:11]1[O:7][C:3]1[CH:2]=[N:1][CH:6]=[CH:5][CH:4]=1, predict the reactants needed to synthesize it. (9) Given the product [CH:14]1[C:10]2[C:9]3[CH:8]=[CH:7][CH:6]=[CH:5][C:4]=3[N:3]=[C:2]([NH:24][C:25]3[CH:35]=[CH:34][C:28]4[O:29][CH2:30][C:31](=[O:33])[NH:32][C:27]=4[CH:26]=3)[C:11]=2[NH:12][N:13]=1, predict the reactants needed to synthesize it. The reactants are: Cl[C:2]1[C:11]2=[N:12][N:13](CC3C=CC(OC)=CC=3)[CH:14]=[C:10]2[C:9]2[CH:8]=[CH:7][CH:6]=[CH:5][C:4]=2[N:3]=1.[NH2:24][C:25]1[CH:35]=[CH:34][C:28]2[O:29][CH2:30][C:31](=[O:33])[NH:32][C:27]=2[CH:26]=1.Cl.